From a dataset of Forward reaction prediction with 1.9M reactions from USPTO patents (1976-2016). Predict the product of the given reaction. (1) The product is: [N:41]1[CH:46]=[C:45]([C:6]2[CH:7]=[C:8]([C:9](=[O:11])[NH:35][C:34]3[CH:36]=[CH:37][C:31]([O:30][C:29]([F:38])([F:39])[F:28])=[CH:32][CH:33]=3)[CH:12]=[CH:13][C:14]=2[C:15]([O:17][CH3:18])=[O:16])[CH:44]=[N:43][CH:42]=1. Given the reactants O=S(Cl)Cl.I[C:6]1[CH:7]=[C:8]([CH:12]=[CH:13][C:14]=1[C:15]([O:17][CH3:18])=[O:16])[C:9]([OH:11])=O.CCN(C(C)C)C(C)C.[F:28][C:29]([F:39])([F:38])[O:30][C:31]1[CH:37]=[CH:36][C:34]([NH2:35])=[CH:33][CH:32]=1.Cl.[N:41]1[CH:46]=[C:45](B(O)O)[CH:44]=[N:43][CH:42]=1.C([O-])([O-])=O.[Na+].[Na+], predict the reaction product. (2) Given the reactants C(OC(C1C(O)=C2C=C(C3C=CC(F)=CC=3)N(C3C=CC=CC=3)C2=CN=1)=O)C.[CH2:29]([O:31][C:32]([C:34]1[C:35]([OH:55])=[C:36]2[C:42](Br)=[C:41]([C:44]([CH3:47])([CH3:46])[CH3:45])[N:40]([C:48]3[CH:53]=[CH:52][C:51]([F:54])=[CH:50][CH:49]=3)[C:37]2=[CH:38][N:39]=1)=[O:33])[CH3:30], predict the reaction product. The product is: [CH2:29]([O:31][C:32]([C:34]1[C:35]([OH:55])=[C:36]2[CH:42]=[C:41]([C:44]([CH3:47])([CH3:46])[CH3:45])[N:40]([C:48]3[CH:49]=[CH:50][C:51]([F:54])=[CH:52][CH:53]=3)[C:37]2=[CH:38][N:39]=1)=[O:33])[CH3:30]. (3) Given the reactants [H-].[Na+].[C:3](=[O:8])([O:6][CH3:7])OC.[F:9][C:10]1[CH:11]=[C:12]2[C:17](=[CH:18][C:19]=1[O:20][CH3:21])[C:16](=[O:22])[CH2:15][CH2:14][CH2:13]2.C(O)(=O)C, predict the reaction product. The product is: [F:9][C:10]1[CH:11]=[C:12]2[C:17](=[CH:18][C:19]=1[O:20][CH3:21])[C:16](=[O:22])[CH:15]([C:3]([O:6][CH3:7])=[O:8])[CH2:14][CH2:13]2. (4) The product is: [F:20][C:21]([F:34])([F:33])[S:22]([O:12][C:3]1[CH:4]=[CH:5][C:6]([S:8]([CH3:11])(=[O:9])=[O:10])=[CH:7][C:2]=1[F:1])(=[O:24])=[O:23]. Given the reactants [F:1][C:2]1[CH:7]=[C:6]([S:8]([CH3:11])(=[O:10])=[O:9])[CH:5]=[CH:4][C:3]=1[OH:12].C(N(CC)CC)C.[F:20][C:21]([F:34])([F:33])[S:22](O[S:22]([C:21]([F:34])([F:33])[F:20])(=[O:24])=[O:23])(=[O:24])=[O:23], predict the reaction product.